Dataset: Full USPTO retrosynthesis dataset with 1.9M reactions from patents (1976-2016). Task: Predict the reactants needed to synthesize the given product. (1) The reactants are: [NH:1]([C:3]1[CH:8]=[CH:7][CH:6]=[CH:5][N:4]=1)[NH2:2].C([O:11][C:12](=O)[CH2:13][C:14](=O)/[CH:15]=[CH:16]/[C:17]1[CH:22]=[CH:21][CH:20]=[CH:19][CH:18]=1)C. Given the product [N:4]1[CH:5]=[CH:6][CH:7]=[CH:8][C:3]=1[N:1]1[C:12]([OH:11])=[CH:13][C:14]([CH:15]=[CH:16][C:17]2[CH:18]=[CH:19][CH:20]=[CH:21][CH:22]=2)=[N:2]1, predict the reactants needed to synthesize it. (2) Given the product [Br:8][C:6]1[CH:5]=[CH:4][C:3]([NH:9][CH2:10][CH2:11][OH:12])=[C:2]([NH:1][C:22](=[O:23])[CH2:21][NH:20][C:13](=[O:14])[O:15][C:16]([CH3:17])([CH3:18])[CH3:19])[CH:7]=1, predict the reactants needed to synthesize it. The reactants are: [NH2:1][C:2]1[CH:7]=[C:6]([Br:8])[CH:5]=[CH:4][C:3]=1[NH:9][CH2:10][CH2:11][OH:12].[C:13]([NH:20][CH2:21][C:22](O)=[O:23])([O:15][C:16]([CH3:19])([CH3:18])[CH3:17])=[O:14].CN(C(ON1N=NC2C=CC=NC1=2)=[N+](C)C)C.F[P-](F)(F)(F)(F)F.CCN(C(C)C)C(C)C. (3) Given the product [CH2:13]([N:10]1[CH2:11][CH2:12][CH:8]([C:5]2[N:4]=[CH:3][C:2]([NH2:81])=[CH:7][N:6]=2)[CH2:9]1)[CH2:14][CH3:15], predict the reactants needed to synthesize it. The reactants are: Br[C:2]1[CH:3]=[N:4][C:5]([CH:8]2[CH2:12][CH2:11][N:10]([CH2:13][CH2:14][CH3:15])[CH2:9]2)=[N:6][CH:7]=1.C1C=CC(P(C2C(C3C(P(C4C=CC=CC=4)C4C=CC=CC=4)=CC=C4C=3C=CC=C4)=C3C(C=CC=C3)=CC=2)C2C=CC=CC=2)=CC=1.CC([O-])(C)C.[Na+].C(=[NH:81])(C1C=CC=CC=1)C1C=CC=CC=1. (4) Given the product [C:14]1([N:20]([CH2:32][CH2:33][C:34]2[NH:38][N:37]=[N:36][N:35]=2)[C:21]([C:22]2[CH:27]=[CH:26][C:25]3[N:28]([CH3:29])[C:11]([CH2:10][CH2:9][C:6]4[CH:5]=[CH:4][C:3]([C:1]#[N:2])=[CH:8][CH:7]=4)=[N:30][C:24]=3[CH:23]=2)=[O:31])[CH:19]=[CH:18][CH:17]=[CH:16][CH:15]=1, predict the reactants needed to synthesize it. The reactants are: [C:1]([C:3]1[CH:8]=[CH:7][C:6]([CH2:9][CH2:10][C:11](O)=O)=[CH:5][CH:4]=1)#[N:2].[C:14]1([N:20]([CH2:32][CH2:33][C:34]2[NH:38][N:37]=[N:36][N:35]=2)[C:21](=[O:31])[C:22]2[CH:27]=[CH:26][C:25]([NH:28][CH3:29])=[C:24]([NH2:30])[CH:23]=2)[CH:19]=[CH:18][CH:17]=[CH:16][CH:15]=1.[K+].[Br-]. (5) The reactants are: Cl.Cl[CH2:3][C:4]1[CH:13]=[CH:12][C:11]2[C:6](=[CH:7][CH:8]=[CH:9][CH:10]=2)[N:5]=1.[C:14]([NH:17][CH:18]([C:24]([O:26][CH2:27][CH3:28])=[O:25])[C:19]([O:21][CH2:22][CH3:23])=[O:20])(=[O:16])[CH3:15].C[O-].[Na+]. Given the product [N:5]1[C:6]2[C:11](=[CH:10][CH:9]=[CH:8][CH:7]=2)[CH:12]=[CH:13][C:4]=1[CH2:3][CH2:15][C:14]([NH:17][CH:18]([C:24]([O:26][CH2:27][CH3:28])=[O:25])[C:19]([O:21][CH2:22][CH3:23])=[O:20])=[O:16], predict the reactants needed to synthesize it. (6) Given the product [I:29][C:3]1[C:4]2[C:5](=[N:6][CH:7]=[C:8]([N:10]3[CH2:11][CH:12]([NH:14][C:15](=[O:21])[O:16][C:17]([CH3:18])([CH3:20])[CH3:19])[CH2:13]3)[CH:9]=2)[NH:1][CH:2]=1, predict the reactants needed to synthesize it. The reactants are: [NH:1]1[C:5]2=[N:6][CH:7]=[C:8]([N:10]3[CH2:13][CH:12]([NH:14][C:15](=[O:21])[O:16][C:17]([CH3:20])([CH3:19])[CH3:18])[CH2:11]3)[CH:9]=[C:4]2[CH:3]=[CH:2]1.C1C(=O)N([I:29])C(=O)C1.O. (7) The reactants are: C[O:2][C:3](=[O:51])[CH2:4][C@H:5]([OH:50])[CH2:6][C@H:7]([OH:49])[CH2:8][CH2:9][C:10]1[N:11]([CH:46]([CH3:48])[CH3:47])[C:12]([C:29](=[O:45])[NH:30][C:31]2[CH:36]=[CH:35][C:34]([O:37][CH2:38][C:39]3[CH:44]=[CH:43][CH:42]=[CH:41][CH:40]=3)=[CH:33][CH:32]=2)=[C:13]([C:22]2[CH:27]=[CH:26][C:25]([F:28])=[CH:24][CH:23]=2)[C:14]=1[C:15]1[CH:20]=[CH:19][C:18]([F:21])=[CH:17][CH:16]=1.C(O)C.O.[OH-].[Na+:57]. Given the product [Na+:57].[CH2:38]([O:37][C:34]1[CH:33]=[CH:32][C:31]([NH:30][C:29]([C:12]2[N:11]([CH:46]([CH3:48])[CH3:47])[C:10]([CH2:9][CH2:8][CH:7]([OH:49])[CH2:6][CH:5]([OH:50])[CH2:4][C:3]([O-:51])=[O:2])=[C:14]([C:15]3[CH:16]=[CH:17][C:18]([F:21])=[CH:19][CH:20]=3)[C:13]=2[C:22]2[CH:23]=[CH:24][C:25]([F:28])=[CH:26][CH:27]=2)=[O:45])=[CH:36][CH:35]=1)[C:39]1[CH:40]=[CH:41][CH:42]=[CH:43][CH:44]=1, predict the reactants needed to synthesize it.